From a dataset of Full USPTO retrosynthesis dataset with 1.9M reactions from patents (1976-2016). Predict the reactants needed to synthesize the given product. Given the product [C:27]1(=[O:37])[N:31]([CH:5]2[N:11]=[C:10]([C:12]3[CH:17]=[CH:16][CH:15]=[CH:14][C:13]=3[F:18])[C:9]3[CH:19]=[CH:20][CH:21]=[C:22]([Cl:23])[C:8]=3[NH:7][C:6]2=[O:24])[C:30](=[O:32])[C:29]2=[CH:33][CH:34]=[CH:35][CH:36]=[C:28]12, predict the reactants needed to synthesize it. The reactants are: C(O[CH:5]1[N:11]=[C:10]([C:12]2[CH:17]=[CH:16][CH:15]=[CH:14][C:13]=2[F:18])[C:9]2[CH:19]=[CH:20][CH:21]=[C:22]([Cl:23])[C:8]=2[NH:7][C:6]1=[O:24])(=O)C.[I-].[Na+].[C:27]1(=[O:37])[NH:31][C:30](=[O:32])[C:29]2=[CH:33][CH:34]=[CH:35][CH:36]=[C:28]12.[K].